From a dataset of Forward reaction prediction with 1.9M reactions from USPTO patents (1976-2016). Predict the product of the given reaction. (1) The product is: [OH:58][CH:56]1[CH2:57][N:54]([C:51]2[N:50]=[CH:49][C:48]([NH:47][C:42]([C:30]3[N:31]([CH2:34][C:35]4[CH:40]=[CH:39][CH:38]=[C:37]([F:41])[CH:36]=4)[C:32]4[C:28]([CH:29]=3)=[CH:27][CH:26]=[C:25]([Si:24]([CH3:23])([CH3:46])[CH3:45])[CH:33]=4)=[O:43])=[CH:53][CH:52]=2)[CH2:55]1. Given the reactants Cl.CN(C)CCCN=C=NCC.ON1C2C=CC=CC=2N=N1.[CH3:23][Si:24]([CH3:46])([CH3:45])[C:25]1[CH:33]=[C:32]2[C:28]([CH:29]=[C:30]([C:42](O)=[O:43])[N:31]2[CH2:34][C:35]2[CH:40]=[CH:39][CH:38]=[C:37]([F:41])[CH:36]=2)=[CH:27][CH:26]=1.[NH2:47][C:48]1[CH:49]=[N:50][C:51]([N:54]2[CH2:57][CH:56]([OH:58])[CH2:55]2)=[CH:52][CH:53]=1.C([O-])(O)=O.[Na+], predict the reaction product. (2) The product is: [CH:1]([C:4]1[C:8]([CH2:9][CH2:10][CH2:11][OH:12])=[CH:7][N:6]([C:16]2[CH:21]=[C:20]([C:22]([F:23])([F:25])[F:24])[CH:19]=[CH:18][N:17]=2)[N:5]=1)([CH3:3])[CH3:2]. Given the reactants [CH:1]([C:4]1[C:8]([CH2:9][CH2:10][C:11](OCC)=[O:12])=[CH:7][N:6]([C:16]2[CH:21]=[C:20]([C:22]([F:25])([F:24])[F:23])[CH:19]=[CH:18][N:17]=2)[N:5]=1)([CH3:3])[CH3:2].[H-].C([Al+]CC(C)C)C(C)C.Cl, predict the reaction product. (3) Given the reactants [C:1]([C:5]1[CH:6]=[C:7]([OH:21])[C:8]([C:11]2[C:12]([OH:20])=[C:13]([O:18][CH3:19])[CH:14]=[C:15]([CH3:17])[CH:16]=2)=[CH:9][CH:10]=1)([CH3:4])([CH3:3])[CH3:2].C(N(CC)CC)C.[C:29]1([C:35]2[CH:44]=[CH:43][CH:42]=[C:41]([C:45]3[CH:50]=[CH:49][CH:48]=[CH:47][CH:46]=3)[C:36]=2[O:37][P:38](Cl)Cl)[CH:34]=[CH:33][CH:32]=[CH:31][CH:30]=1, predict the reaction product. The product is: [C:45]1([C:41]2[CH:42]=[CH:43][CH:44]=[C:35]([C:29]3[CH:30]=[CH:31][CH:32]=[CH:33][CH:34]=3)[C:36]=2[O:37][P:38]2[O:20][C:12]3[C:13]([O:18][CH3:19])=[CH:14][C:15]([CH3:17])=[CH:16][C:11]=3[C:8]3[CH:9]=[CH:10][C:5]([C:1]([CH3:4])([CH3:2])[CH3:3])=[CH:6][C:7]=3[O:21]2)[CH:46]=[CH:47][CH:48]=[CH:49][CH:50]=1. (4) Given the reactants [Cl:1][C:2]1[CH:3]=[C:4]([C:25]2[CH:30]=[CH:29][CH:28]=[C:27]([S:31]([CH3:34])(=[O:33])=[O:32])[CH:26]=2)[CH:5]=[CH:6][C:7]=1[N:8]1[CH:12]=[C:11]([C:13](OCC)=[O:14])[N:10]=[C:9]1[C:18]1[CH:23]=[CH:22][CH:21]=[CH:20][C:19]=1[Cl:24].[H-].C([Al+]CC(C)C)C(C)C, predict the reaction product. The product is: [Cl:1][C:2]1[CH:3]=[C:4]([C:25]2[CH:30]=[CH:29][CH:28]=[C:27]([S:31]([CH3:34])(=[O:33])=[O:32])[CH:26]=2)[CH:5]=[CH:6][C:7]=1[N:8]1[CH:12]=[C:11]([CH2:13][OH:14])[N:10]=[C:9]1[C:18]1[CH:23]=[CH:22][CH:21]=[CH:20][C:19]=1[Cl:24]. (5) Given the reactants [N:1]1([C:16]([O:18][CH2:19][C:20]2[CH:25]=[CH:24][CH:23]=[CH:22][CH:21]=2)=[O:17])[C:10]2[C:5](=[CH:6][CH:7]=[CH:8][CH:9]=2)[CH2:4][C:3]2([CH2:15][CH2:14][NH:13][CH2:12][CH2:11]2)[CH2:2]1.[Cl:26][C:27]1[C:28]([S:44](=[O:47])(=[O:46])[NH2:45])=[N:29][CH:30]=[C:31]([C:35]=1[NH:36][C:37]1[CH:38]=[C:39]([CH3:43])[CH:40]=[CH:41][CH:42]=1)[C:32](O)=[O:33], predict the reaction product. The product is: [Cl:26][C:27]1[C:28]([S:44](=[O:47])(=[O:46])[NH2:45])=[N:29][CH:30]=[C:31]([C:35]=1[NH:36][C:37]1[CH:38]=[C:39]([CH3:43])[CH:40]=[CH:41][CH:42]=1)[C:32]([N:13]1[CH2:12][CH2:11][C:3]2([CH2:4][C:5]3[C:10](=[CH:9][CH:8]=[CH:7][CH:6]=3)[N:1]([C:16]([O:18][CH2:19][C:20]3[CH:25]=[CH:24][CH:23]=[CH:22][CH:21]=3)=[O:17])[CH2:2]2)[CH2:15][CH2:14]1)=[O:33]. (6) Given the reactants [Cl:1][C:2]1[CH:7]=[CH:6][C:5]([C:8]2[N:12]([C:13]3[CH:18]=[CH:17][C:16]([Cl:19])=[CH:15][C:14]=3[Cl:20])[N:11]=[C:10]([C:21](O)=O)[C:9]=2[CH3:24])=[CH:4][CH:3]=1.[CH2:25]([NH:32][C:33]([CH3:38])([CH3:37])[C:34]([NH2:36])=[O:35])[C:26]1[CH:31]=[CH:30][CH:29]=[CH:28][CH:27]=1, predict the reaction product. The product is: [CH2:25]([N:32]1[C:33]([CH3:37])([CH3:38])[C:34](=[O:35])[N:36]=[C:21]1[C:10]1[C:9]([CH3:24])=[C:8]([C:5]2[CH:4]=[CH:3][C:2]([Cl:1])=[CH:7][CH:6]=2)[N:12]([C:13]2[CH:18]=[CH:17][C:16]([Cl:19])=[CH:15][C:14]=2[Cl:20])[N:11]=1)[C:26]1[CH:31]=[CH:30][CH:29]=[CH:28][CH:27]=1. (7) Given the reactants C([O:3][C:4](=[O:22])[CH2:5][N:6]1[C:10](=[O:11])[N:9]([CH2:12][CH:13]=[CH2:14])[C:8]([C:15]2[CH:20]=[CH:19][C:18]([Cl:21])=[CH:17][CH:16]=2)=[N:7]1)C.[OH-].[K+], predict the reaction product. The product is: [Cl:21][C:18]1[CH:19]=[CH:20][C:15]([C:8]2[N:9]([CH2:12][CH:13]=[CH2:14])[C:10](=[O:11])[N:6]([CH2:5][C:4]([OH:22])=[O:3])[N:7]=2)=[CH:16][CH:17]=1.